Dataset: Reaction yield outcomes from USPTO patents with 853,638 reactions. Task: Predict the reaction yield, written as a fraction of the theoretical maximum amount of product (1.0 means a 100% yield; for example, 0.34 means a 34% yield). The reactants are C([O:3][C:4](=[O:18])[C:5]([CH3:17])([S:7]([CH2:10][CH:11]1[CH2:16][CH2:15][O:14][CH2:13][CH2:12]1)(=[O:9])=[O:8])[CH3:6])C.[OH-].[Na+].CC(OC)(C)C. The catalyst is C1COCC1. The product is [CH3:17][C:5]([S:7]([CH2:10][CH:11]1[CH2:12][CH2:13][O:14][CH2:15][CH2:16]1)(=[O:9])=[O:8])([CH3:6])[C:4]([OH:18])=[O:3]. The yield is 0.910.